From a dataset of Full USPTO retrosynthesis dataset with 1.9M reactions from patents (1976-2016). Predict the reactants needed to synthesize the given product. (1) Given the product [CH3:18][O:17][N:16]([CH3:15])[C:11]([C:1]1[C:10]2[C:5](=[CH:6][CH:7]=[CH:8][CH:9]=2)[CH:4]=[CH:3][CH:2]=1)=[O:12], predict the reactants needed to synthesize it. The reactants are: [C:1]1([C:11](Cl)=[O:12])[C:10]2[C:5](=[CH:6][CH:7]=[CH:8][CH:9]=2)[CH:4]=[CH:3][CH:2]=1.Cl.[CH3:15][NH:16][O:17][CH3:18].C(N(C(C)C)CC)(C)C. (2) The reactants are: [NH:1]1[C:5]2[CH:6]=[CH:7][CH:8]=[CH:9][C:4]=2[N:3]=[C:2]1[NH:10][C:11]([NH2:13])=[S:12].[CH3:14][I:15]. Given the product [I-:15].[NH:1]1[C:5]2[CH:6]=[CH:7][CH:8]=[CH:9][C:4]=2[N:3]=[C:2]1[NH:10][C:11]([S:12][CH3:14])=[NH2+:13], predict the reactants needed to synthesize it.